From a dataset of Full USPTO retrosynthesis dataset with 1.9M reactions from patents (1976-2016). Predict the reactants needed to synthesize the given product. (1) Given the product [NH2:4][C:5]1[C:6]([N+:14]([O-:16])=[O:15])=[CH:7][C:8]2[O:12][CH2:11][CH2:10][C:9]=2[CH:13]=1, predict the reactants needed to synthesize it. The reactants are: C([NH:4][C:5]1[C:6]([N+:14]([O-:16])=[O:15])=[CH:7][C:8]2[O:12][CH2:11][CH2:10][C:9]=2[CH:13]=1)(=O)C. (2) Given the product [OH:11][CH2:10][CH2:9][CH2:8][C:3]1[CH:4]=[CH:5][CH:6]=[CH:7][C:2]=1[NH:1][C:19](=[O:20])[O:21][C:22]([CH3:25])([CH3:24])[CH3:23], predict the reactants needed to synthesize it. The reactants are: [NH2:1][C:2]1[CH:7]=[CH:6][CH:5]=[CH:4][C:3]=1[CH2:8][CH2:9][CH2:10][OH:11].C(N(CC)CC)C.[C:19](O[C:19]([O:21][C:22]([CH3:25])([CH3:24])[CH3:23])=[O:20])([O:21][C:22]([CH3:25])([CH3:24])[CH3:23])=[O:20].C(OCC)(=O)C. (3) Given the product [C:11]([OH:18])(=[O:17])/[CH:12]=[CH:13]/[C:14]([OH:16])=[O:15].[NH2:1][CH2:2][CH2:3][CH2:4][CH2:5][NH:6][CH2:7][CH2:8][CH2:9][NH2:10], predict the reactants needed to synthesize it. The reactants are: [NH2:1][CH2:2][CH2:3][CH2:4][CH2:5][NH:6][CH2:7][CH2:8][CH2:9][NH2:10].[C:11]([OH:18])(=[O:17])/[CH:12]=[CH:13]/[C:14]([OH:16])=[O:15]. (4) Given the product [CH2:1]([O:3][C:4](=[O:22])[CH:5]([C:10]1[CH:15]=[CH:14][C:13]([C:29]2[CH:28]=[CH:27][N:26]=[C:25]([O:24][CH3:23])[CH:30]=2)=[C:12]([O:17][CH2:18][CH:19]2[CH2:21][CH2:20]2)[CH:11]=1)[CH2:6][CH:7]([CH3:9])[CH3:8])[CH3:2], predict the reactants needed to synthesize it. The reactants are: [CH2:1]([O:3][C:4](=[O:22])[CH:5]([C:10]1[CH:15]=[CH:14][C:13](I)=[C:12]([O:17][CH2:18][CH:19]2[CH2:21][CH2:20]2)[CH:11]=1)[CH2:6][CH:7]([CH3:9])[CH3:8])[CH3:2].[CH3:23][O:24][C:25]1[CH:30]=[C:29](B(O)O)[CH:28]=[CH:27][N:26]=1.[F-].[Cs+].O.CCOC(C)=O. (5) Given the product [Na:1].[N:25]1([C:33]([C@@H:35]([C@H:37]([CH2:50][OH:51])[O:38][CH2:39][P:40]([OH:42])([OH:46])=[O:41])[OH:36])=[O:34])[CH:32]=[CH:31][C:29](=[O:30])[NH:28][C:26]1=[O:27], predict the reactants needed to synthesize it. The reactants are: [Na:1].N1C(N)=C2C(N(C([C@@H]([C@H](CO)OCP(O)(O)=O)O)=O)C=N2)=NC=1.[N:25]1([C:33]([C@@H:35]([C@H:37]([CH2:50][OH:51])[O:38][CH2:39][P:40]([O:46]C(C)C)([O:42]C(C)C)=[O:41])[OH:36])=[O:34])[CH:32]=[CH:31][C:29](=[O:30])[NH:28][C:26]1=[O:27]. (6) Given the product [CH3:29][C:27]([CH3:28])([CH3:30])[C:26]#[C:25][C:23]1[S:22][C:21]([C:31]([O:33][CH3:34])=[O:32])=[C:20]([N:10]([C@@H:8]([CH3:9])[CH2:7][C:6]([OH:35])=[O:5])[C:11]([C@H:13]2[CH2:18][CH2:17][C@H:16]([CH3:19])[CH2:15][CH2:14]2)=[O:12])[CH:24]=1, predict the reactants needed to synthesize it. The reactants are: C([O:5][C:6](=[O:35])[CH2:7][C@@H:8]([N:10]([C:20]1[CH:24]=[C:23]([C:25]#[C:26][C:27]([CH3:30])([CH3:29])[CH3:28])[S:22][C:21]=1[C:31]([O:33][CH3:34])=[O:32])[C:11]([C@H:13]1[CH2:18][CH2:17][C@H:16]([CH3:19])[CH2:15][CH2:14]1)=[O:12])[CH3:9])(C)(C)C.C(O)(C(F)(F)F)=O. (7) Given the product [CH3:6][CH:5]([CH3:7])[CH2:4][C@H:3]([NH:8][C:9](=[O:15])[O:10][C:11]([CH3:13])([CH3:12])[CH3:14])[CH2:2][O:1][C:17]1[CH:18]=[CH:19][C:20]2[C:30]3[C:25](=[CH:26][N:27]=[CH:28][CH:29]=3)[CH:24]([C:31]([F:33])([F:34])[F:32])[O:23][C:21]=2[CH:22]=1, predict the reactants needed to synthesize it. The reactants are: [OH:1][CH2:2][C@@H:3]([NH:8][C:9](=[O:15])[O:10][C:11]([CH3:14])([CH3:13])[CH3:12])[CH2:4][CH:5]([CH3:7])[CH3:6].Cl[C:17]1[CH:18]=[CH:19][C:20]2[C:30]3[C:25](=[CH:26][N:27]=[CH:28][CH:29]=3)[CH:24]([C:31]([F:34])([F:33])[F:32])[O:23][C:21]=2[CH:22]=1. (8) Given the product [N:1]1[CH:6]=[CH:5][CH:4]=[CH:3][C:2]=1[CH:7]([C:10]1[CH:15]=[CH:14][CH:13]=[CH:12][N:11]=1)[NH2:8], predict the reactants needed to synthesize it. The reactants are: [N:1]1[CH:6]=[CH:5][CH:4]=[CH:3][C:2]=1[C:7]([C:10]1[CH:15]=[CH:14][CH:13]=[CH:12][N:11]=1)=[N:8]O.C([O-])(=O)C.[NH4+].[OH-].[Na+]. (9) Given the product [ClH:1].[C@@H:10]12[CH2:11][C@@H:12]1[CH2:13][C@@H:14]([C:15]1[NH:16][CH:17]=[C:18]([C:20]#[C:21][C:22]3[CH:23]=[C:24]4[C:29](=[CH:30][CH:31]=3)[CH:28]=[C:27]([C:32]3[NH:33][C:34]([C@@H:37]5[CH2:42][C@@H:41]6[C@@H:39]([CH2:40]6)[NH:38]5)=[N:35][CH:36]=3)[CH:26]=[CH:25]4)[N:19]=1)[NH:9]2, predict the reactants needed to synthesize it. The reactants are: [ClH:1].C(OC([N:9]1[C@H:14]([C:15]2[NH:16][CH:17]=[C:18]([C:20]#[C:21][C:22]3[CH:23]=[C:24]4[C:29](=[CH:30][CH:31]=3)[CH:28]=[C:27]([C:32]3[N:33]=[C:34]([C@@H:37]5[CH2:42][C@@H:41]6[C@@H:39]([CH2:40]6)[N:38]5C(OC(C)(C)C)=O)[NH:35][CH:36]=3)[CH:26]=[CH:25]4)[N:19]=2)[CH2:13][C@@H:12]2[C@H:10]1[CH2:11]2)=O)(C)(C)C. (10) Given the product [CH2:19]([C:21]1[C:22]([CH:23]=[O:24])=[CH:25][CH:26]=[CH:27][C:28]=1[C:2]1[S:6][C:5]([C:7]2[CH:8]=[CH:9][C:10]([O:15][CH:16]([CH3:18])[CH3:17])=[C:11]([CH:14]=2)[C:12]#[N:13])=[N:4][CH:3]=1)[CH3:20], predict the reactants needed to synthesize it. The reactants are: Br[C:2]1[S:6][C:5]([C:7]2[CH:8]=[CH:9][C:10]([O:15][CH:16]([CH3:18])[CH3:17])=[C:11]([CH:14]=2)[C:12]#[N:13])=[N:4][CH:3]=1.[CH2:19]([C:21]1[C:28](B2OC(C)(C)C(C)(C)O2)=[CH:27][CH:26]=[CH:25][C:22]=1[CH:23]=[O:24])[CH3:20].P([O-])([O-])([O-])=O.[K+].[K+].[K+].